Task: Regression. Given a peptide amino acid sequence and an MHC pseudo amino acid sequence, predict their binding affinity value. This is MHC class I binding data.. Dataset: Peptide-MHC class I binding affinity with 185,985 pairs from IEDB/IMGT The peptide sequence is NIRQAGVQY. The MHC is HLA-B08:01 with pseudo-sequence HLA-B08:01. The binding affinity (normalized) is 0.